Dataset: Catalyst prediction with 721,799 reactions and 888 catalyst types from USPTO. Task: Predict which catalyst facilitates the given reaction. (1) Reactant: [CH2:1]([O:3][C:4](=[O:31])[C@@H:5]([O:27][CH:28]([CH3:30])[CH3:29])[CH2:6][C:7]1[CH:12]=[CH:11][CH:10]=[C:9]([O:13][CH2:14][C@H:15](O)[CH2:16][O:17][C:18]2[CH:23]=[CH:22][C:21]([Cl:24])=[CH:20][C:19]=2[Cl:25])[CH:8]=1)[CH3:2].C(N(S(F)(F)[F:38])CC)C.O. Product: [CH2:1]([O:3][C:4](=[O:31])[C@@H:5]([O:27][CH:28]([CH3:30])[CH3:29])[CH2:6][C:7]1[CH:12]=[CH:11][CH:10]=[C:9]([O:13][CH2:14][C@@H:15]([F:38])[CH2:16][O:17][C:18]2[CH:23]=[CH:22][C:21]([Cl:24])=[CH:20][C:19]=2[Cl:25])[CH:8]=1)[CH3:2]. The catalyst class is: 4. (2) Reactant: [Br:1][C:2]1[CH:10]=[CH:9][C:5]([C:6](Cl)=[O:7])=[CH:4][CH:3]=1.[CH2:11]([N:18]1[C:23](=[O:24])[C:22]2[CH:25]=[CH:26][S:27][C:21]=2[N:20]=[C:19]1[CH:28]([NH:31][CH2:32][CH2:33][N:34]([CH3:36])[CH3:35])[CH2:29][CH3:30])[C:12]1[CH:17]=[CH:16][CH:15]=[CH:14][CH:13]=1.C(N(CC)C(C)C)(C)C. The catalyst class is: 4. Product: [CH2:11]([N:18]1[C:23](=[O:24])[C:22]2[CH:25]=[CH:26][S:27][C:21]=2[N:20]=[C:19]1[CH:28]([N:31]([CH2:32][CH2:33][N:34]([CH3:36])[CH3:35])[C:6](=[O:7])[C:5]1[CH:9]=[CH:10][C:2]([Br:1])=[CH:3][CH:4]=1)[CH2:29][CH3:30])[C:12]1[CH:13]=[CH:14][CH:15]=[CH:16][CH:17]=1. (3) Reactant: [CH3:1][C:2]1[S:3][C:4]([CH3:8])=[C:5]([CH3:7])[N:6]=1.[CH2:9]([I:13])[CH2:10][CH2:11][CH3:12]. Product: [I-:13].[CH2:9]([N+:6]1[C:5]([CH3:7])=[C:4]([CH3:8])[S:3][C:2]=1[CH3:1])[CH2:10][CH2:11][CH3:12]. The catalyst class is: 10. (4) Reactant: [CH2:1]([N:3]([CH2:25][CH3:26])[C:4]1[N:13]([C:14]2[CH:21]=[CH:20][C:17]([C:18]#[N:19])=[CH:16][CH:15]=2)[C:12](=[O:22])[C:11]2[C:6](=[CH:7][C:8]([O:23]C)=[CH:9][CH:10]=2)[N:5]=1)[CH3:2].C[O-].[Na+].C(S)CCCCCCCCCCC. Product: [CH2:25]([N:3]([CH2:1][CH3:2])[C:4]1[N:13]([C:14]2[CH:21]=[CH:20][C:17]([C:18]#[N:19])=[CH:16][CH:15]=2)[C:12](=[O:22])[C:11]2[C:6](=[CH:7][C:8]([OH:23])=[CH:9][CH:10]=2)[N:5]=1)[CH3:26]. The catalyst class is: 18. (5) Reactant: [CH3:1][C:2]1[N:11]=[C:10]2[C:5]([C:6]([OH:13])=NC(O)=[N:9]2)=[N:4][CH:3]=1.[OH-:14].[Na+].Cl. Product: [NH2:9][C:10]1[C:5]([C:6]([OH:13])=[O:14])=[N:4][CH:3]=[C:2]([CH3:1])[N:11]=1. The catalyst class is: 6. (6) Reactant: [Si:1]([O:8][C@H:9]([CH2:15][CH2:16][C@:17]1([CH3:30])[C@H:21]([CH:22]=[CH2:23])[O:20][C@H:19]([C:24]2[CH:29]=[CH:28][CH:27]=[CH:26][CH:25]=2)[O:18]1)[CH2:10][C:11]([O:13]C)=[O:12])([C:4]([CH3:7])([CH3:6])[CH3:5])([CH3:3])[CH3:2].[OH-].[Li+].Cl. Product: [Si:1]([O:8][C@H:9]([CH2:15][CH2:16][C@:17]1([CH3:30])[C@H:21]([CH:22]=[CH2:23])[O:20][C@H:19]([C:24]2[CH:25]=[CH:26][CH:27]=[CH:28][CH:29]=2)[O:18]1)[CH2:10][C:11]([OH:13])=[O:12])([C:4]([CH3:5])([CH3:6])[CH3:7])([CH3:3])[CH3:2]. The catalyst class is: 87.